From a dataset of Catalyst prediction with 721,799 reactions and 888 catalyst types from USPTO. Predict which catalyst facilitates the given reaction. (1) Reactant: [N+:1]([C:4]1[CH:12]=[CH:11][CH:10]=[C:6]([C:7]([OH:9])=[O:8])[C:5]=1[C:13]([OH:15])=[O:14])([O-])=O.[H][H]. Product: [NH2:1][C:4]1[CH:12]=[CH:11][CH:10]=[C:6]([C:7]([OH:9])=[O:8])[C:5]=1[C:13]([OH:15])=[O:14]. The catalyst class is: 63. (2) Reactant: [Br:1][C:2]1[N:6]2[C:7](=[O:13])[CH:8]=[C:9]([CH2:11]Cl)[N:10]=[C:5]2[S:4][C:3]=1[CH3:14].[CH:15]1([C:18]2[NH:22][N:21]=[C:20]([C:23]([F:26])([F:25])[F:24])[C:19]=2[F:27])[CH2:17][CH2:16]1.[I-].[K+].C(=O)([O-])[O-].[K+].[K+]. Product: [Br:1][C:2]1[N:6]2[C:7](=[O:13])[CH:8]=[C:9]([CH2:11][N:21]3[C:20]([C:23]([F:24])([F:26])[F:25])=[C:19]([F:27])[C:18]([CH:15]4[CH2:16][CH2:17]4)=[N:22]3)[N:10]=[C:5]2[S:4][C:3]=1[CH3:14].[Br:1][C:2]1[N:6]2[C:7](=[O:13])[CH:8]=[C:9]([CH2:11][N:22]3[C:18]([CH:15]4[CH2:17][CH2:16]4)=[C:19]([F:27])[C:20]([C:23]([F:26])([F:24])[F:25])=[N:21]3)[N:10]=[C:5]2[S:4][C:3]=1[CH3:14]. The catalyst class is: 23. (3) Reactant: I[C:2]1[C:10]2[C:5](=[N:6][CH:7]=[CH:8][CH:9]=2)[N:4]([Si:11]([CH:18]([CH3:20])[CH3:19])([CH:15]([CH3:17])[CH3:16])[CH:12]([CH3:14])[CH3:13])[CH:3]=1.C([Mg]Cl)(C)C.[C:26]([O:30][C:31](=[O:48])[N:32]([C:40]1[S:41][C:42]([CH:46]=[O:47])=[C:43]([Cl:45])[N:44]=1)[CH2:33][C:34]1[CH:39]=[CH:38][N:37]=[CH:36][CH:35]=1)([CH3:29])([CH3:28])[CH3:27]. The catalyst class is: 7. Product: [C:26]([O:30][C:31](=[O:48])[N:32]([C:40]1[S:41][C:42]([CH:46]([OH:47])[C:2]2[C:10]3[C:5](=[N:6][CH:7]=[CH:8][CH:9]=3)[N:4]([Si:11]([CH:18]([CH3:20])[CH3:19])([CH:15]([CH3:17])[CH3:16])[CH:12]([CH3:14])[CH3:13])[CH:3]=2)=[C:43]([Cl:45])[N:44]=1)[CH2:33][C:34]1[CH:35]=[CH:36][N:37]=[CH:38][CH:39]=1)([CH3:29])([CH3:27])[CH3:28]. (4) Reactant: [Cl:1][C:2]1[CH:7]=[CH:6][CH:5]=[C:4]([Cl:8])[C:3]=1[CH2:9][S:10]([C:13]1[CH:14]=[C:15]2[C:19](=[CH:20][CH:21]=1)[NH:18][C:17](=[O:22])/[C:16]/2=[CH:23]\[C:24]1[NH:28][C:27]([CH3:29])=[C:26]([C:30]([OH:32])=O)[C:25]=1[CH3:33])(=[O:12])=[O:11].C1C=CC2N(O)N=NC=2C=1.CCN=C=NCCCN(C)C.Cl.[NH2:56][CH2:57][CH2:58][O:59][CH2:60][CH2:61][OH:62]. Product: [OH:62][CH2:61][CH2:60][O:59][CH2:58][CH2:57][NH:56][C:30]([C:26]1[C:25]([CH3:33])=[C:24](/[CH:23]=[C:16]2\[C:17](=[O:22])[NH:18][C:19]3[C:15]\2=[CH:14][C:13]([S:10]([CH2:9][C:3]2[C:2]([Cl:1])=[CH:7][CH:6]=[CH:5][C:4]=2[Cl:8])(=[O:11])=[O:12])=[CH:21][CH:20]=3)[NH:28][C:27]=1[CH3:29])=[O:32]. The catalyst class is: 3. (5) Reactant: C[Si](C)(C)[N-][Si](C)(C)C.[Li+].[C:11]([O:14][CH2:15][CH3:16])(=[O:13])[CH3:12].[F:17][C:18]([F:25])([CH3:24])[C:19](OCC)=[O:20].[Cl-].[NH4+].Cl. Product: [F:17][C:18]([F:25])([CH3:24])[C:19](=[O:20])[CH2:12][C:11]([O:14][CH2:15][CH3:16])=[O:13]. The catalyst class is: 1. (6) Reactant: [CH3:1][O:2][C:3]1[CH:4]=[C:5]2[C:10](=[CH:11][C:12]=1[O:13][CH3:14])[N:9]=[CH:8][N:7]=[C:6]2[O:15][C:16]1[CH:22]=[CH:21][C:19]([NH2:20])=[CH:18][CH:17]=1.C1(C)C=CC=CC=1.C(N(CC)CC)C.ClC(Cl)(O[C:41](=[O:47])[O:42][C:43](Cl)(Cl)Cl)Cl.[F:49][C:50]1[CH:59]=[CH:58][CH:57]=[CH:56][C:51]=1[O:52][CH2:53]CO. Product: [CH3:1][O:2][C:3]1[CH:4]=[C:5]2[C:10](=[CH:11][C:12]=1[O:13][CH3:14])[N:9]=[CH:8][N:7]=[C:6]2[O:15][C:16]1[CH:22]=[CH:21][C:19]([NH:20][C:41](=[O:47])[O:42][CH2:43][CH2:53][O:52][C:51]2[CH:56]=[CH:57][CH:58]=[CH:59][C:50]=2[F:49])=[CH:18][CH:17]=1. The catalyst class is: 2.